This data is from Retrosynthesis with 50K atom-mapped reactions and 10 reaction types from USPTO. The task is: Predict the reactants needed to synthesize the given product. (1) The reactants are: CCOC(=O)CN(C(=O)OCC)c1cc(Cl)c(Oc2ccc(O)c(C(C)CC)c2)c(Cl)c1. Given the product CCOC(=O)N(CC(=O)O)c1cc(Cl)c(Oc2ccc(O)c(C(C)CC)c2)c(Cl)c1, predict the reactants needed to synthesize it. (2) Given the product COc1c(-c2ccc([N+](=O)[O-])cc2)c(=O)c2ccc(Cl)cc2[nH]c1=O, predict the reactants needed to synthesize it. The reactants are: CCCC[Sn](CCCC)(CCCC)c1ccc([N+](=O)[O-])cc1.COc1c(I)c(=O)c2ccc(Cl)cc2[nH]c1=O. (3) Given the product O=C(c1cn(CC2CN(Cc3ccccc3)CCO2)c2cc(Cl)ccc12)N1CCC2(CC1)OCc1ccccc12, predict the reactants needed to synthesize it. The reactants are: ClCC1CN(Cc2ccccc2)CCO1.O=C(c1c[nH]c2cc(Cl)ccc12)N1CCC2(CC1)OCc1ccccc12. (4) Given the product CCN(C)CC(=O)N1CCc2cc(OC)c(Nc3nc4c(ccn4S(=O)(=O)c4ccc(C)cc4)c4nc5cccc(F)c5c(=O)n34)cc21, predict the reactants needed to synthesize it. The reactants are: CCN(C)CC(=O)N1CCc2cc(OC)c(N)cc21.Cc1ccc(S(=O)(=O)n2ccc3c2nc(Cl)n2c(=O)c4c(F)cccc4nc32)cc1.